Dataset: CYP2D6 inhibition data for predicting drug metabolism from PubChem BioAssay. Task: Regression/Classification. Given a drug SMILES string, predict its absorption, distribution, metabolism, or excretion properties. Task type varies by dataset: regression for continuous measurements (e.g., permeability, clearance, half-life) or binary classification for categorical outcomes (e.g., BBB penetration, CYP inhibition). Dataset: cyp2d6_veith. (1) The compound is Cc1cccc(C2NC(=O)c3c(sc(C)c3C)N2)c1O. The result is 0 (non-inhibitor). (2) The drug is CCN(CC)c1ccc2cc(C(C)=O)c(=O)oc2c1. The result is 0 (non-inhibitor).